This data is from Catalyst prediction with 721,799 reactions and 888 catalyst types from USPTO. The task is: Predict which catalyst facilitates the given reaction. Reactant: [Cl:1][C:2]1[CH:3]=[C:4]([CH:7]=[CH:8][CH:9]=1)[CH2:5][NH2:6].[N:10]([C:13]1[CH:22]=[CH:21][CH:20]=[C:19]2[C:14]=1[CH:15]=[C:16]([CH3:23])[N:17]=[CH:18]2)=[C:11]=[O:12]. Product: [Cl:1][C:2]1[CH:3]=[C:4]([CH:7]=[CH:8][CH:9]=1)[CH2:5][NH:6][C:11]([NH:10][C:13]1[CH:22]=[CH:21][CH:20]=[C:19]2[C:14]=1[CH:15]=[C:16]([CH3:23])[N:17]=[CH:18]2)=[O:12]. The catalyst class is: 28.